From a dataset of Catalyst prediction with 721,799 reactions and 888 catalyst types from USPTO. Predict which catalyst facilitates the given reaction. (1) Reactant: C(=O)([O-])[O-].[Cs+].[Cs+].[CH3:7][N:8]1[C:13]2=[CH:14][NH:15][C:16]([C:17]3[S:18][CH:19]=[C:20]([CH3:22])[N:21]=3)=[C:12]2[C:11](=[O:23])[N:10]([CH3:24])[C:9]1=[O:25].Br[CH2:27][CH:28]([O:41][Si:42]([C:45]([CH3:48])([CH3:47])[CH3:46])([CH3:44])[CH3:43])[CH2:29][N:30]1[C:38](=[O:39])[C:37]2[C:32](=[CH:33][CH:34]=[CH:35][CH:36]=2)[C:31]1=[O:40]. Product: [Si:42]([O:41][CH:28]([CH2:29][N:30]1[C:38](=[O:39])[C:37]2[C:32](=[CH:33][CH:34]=[CH:35][CH:36]=2)[C:31]1=[O:40])[CH2:27][N:15]1[C:16]([C:17]2[S:18][CH:19]=[C:20]([CH3:22])[N:21]=2)=[C:12]2[C:13]([N:8]([CH3:7])[C:9](=[O:25])[N:10]([CH3:24])[C:11]2=[O:23])=[CH:14]1)([C:45]([CH3:48])([CH3:46])[CH3:47])([CH3:44])[CH3:43]. The catalyst class is: 395. (2) Reactant: [CH2:1]([O:8][C:9]1[CH:10]=[C:11]2[C:16](=[CH:17][CH:18]=1)[N:15]=[C:14]([CH2:19][CH:20]([CH3:22])[CH3:21])[C:13]([CH2:23]O)=[C:12]2[CH2:25][CH2:26][CH2:27][CH3:28])[C:2]1[CH:7]=[CH:6][CH:5]=[CH:4][CH:3]=1.C(N(CC)CC)C.CS(Cl)(=O)=O.[C:41]1(=[O:51])[NH:45][C:44](=[O:46])[C:43]2=[CH:47][CH:48]=[CH:49][CH:50]=[C:42]12.[K]. Product: [CH2:1]([O:8][C:9]1[CH:10]=[C:11]2[C:16](=[CH:17][CH:18]=1)[N:15]=[C:14]([CH2:19][CH:20]([CH3:22])[CH3:21])[C:13]([CH2:23][N:45]1[C:41](=[O:51])[C:42]3[C:43](=[CH:47][CH:48]=[CH:49][CH:50]=3)[C:44]1=[O:46])=[C:12]2[CH2:25][CH2:26][CH2:27][CH3:28])[C:2]1[CH:3]=[CH:4][CH:5]=[CH:6][CH:7]=1. The catalyst class is: 30. (3) Reactant: [Cl:1][C:2]1[N:7]=[CH:6][C:5]([N:8]2[CH2:13][CH2:12][NH:11][CH2:10][CH2:9]2)=[CH:4][CH:3]=1.Cl.[CH3:15][N:16]([CH2:18][C:19](Cl)=[O:20])[CH3:17].CCN(C(C)C)C(C)C. Product: [Cl:1][C:2]1[N:7]=[CH:6][C:5]([N:8]2[CH2:9][CH2:10][N:11]([C:19](=[O:20])[CH2:18][N:16]([CH3:17])[CH3:15])[CH2:12][CH2:13]2)=[CH:4][CH:3]=1. The catalyst class is: 39. (4) Reactant: O.NN.C([N:7]1[C:12]([CH2:14][C:15]2[CH:20]=[CH:19][CH:18]=[CH:17][CH:16]=2)([CH3:13])[C:11](=[O:21])[NH:10]/[C:9](=[CH:22]\[C:23]2[C:27]([Br:28])=[CH:26][S:25][CH:24]=2)/[C:8]1=[O:29])(=O)C.O. Product: [CH2:14]([C:12]1([CH3:13])[NH:7][C:8](=[O:29])/[C:9](=[CH:22]/[C:23]2[C:27]([Br:28])=[CH:26][S:25][CH:24]=2)/[NH:10][C:11]1=[O:21])[C:15]1[CH:20]=[CH:19][CH:18]=[CH:17][CH:16]=1. The catalyst class is: 3. (5) The catalyst class is: 7. Product: [CH2:1]([O:3][C:4]([C:5]([C:6]1[N:7]([CH2:16][C:17]2[CH:22]=[CH:21][C:20]([O:23][CH3:24])=[CH:19][CH:18]=2)[CH:8]=[CH:9][C:10]=1[C:11]([O:13][CH3:14])=[O:12])=[CH:28][OH:29])=[O:25])[CH3:2]. Reactant: [CH2:1]([O:3][C:4](=[O:25])[CH2:5][C:6]1[N:7]([CH2:16][C:17]2[CH:22]=[CH:21][C:20]([O:23][CH3:24])=[CH:19][CH:18]=2)[CH:8]=[CH:9][C:10]=1[C:11]([O:13][CH2:14]C)=[O:12])[CH3:2].[H-].[Na+].[CH:28](OCC)=[O:29]. (6) Reactant: [Br:1][C:2]1[CH:3]=[C:4]([NH2:8])[CH:5]=[N:6][CH:7]=1.[CH3:9][C:10]1[CH:11]=[C:12]([CH:15]=[CH:16][CH:17]=1)[CH:13]=O.[Si]([C:22]#[N:23])(C)(C)C. Product: [Br:1][C:2]1[CH:3]=[C:4]([NH:8][CH:13]([C:12]2[CH:11]=[C:10]([CH3:9])[CH:17]=[CH:16][CH:15]=2)[C:22]#[N:23])[CH:5]=[N:6][CH:7]=1. The catalyst class is: 57. (7) Reactant: [C:1]([N:5]1[CH2:14][CH2:13][C:12]2[C:7](=[CH:8][C:9]([N+:17]([O-:19])=[O:18])=[C:10]([O:15][CH3:16])[CH:11]=2)[CH2:6]1)(=[O:4])[CH:2]=[CH2:3].[CH3:20][NH:21][CH3:22]. Product: [CH3:20][N:21]([CH3:22])[CH2:3][CH2:2][C:1]([N:5]1[CH2:14][CH2:13][C:12]2[C:7](=[CH:8][C:9]([N+:17]([O-:19])=[O:18])=[C:10]([O:15][CH3:16])[CH:11]=2)[CH2:6]1)=[O:4]. The catalyst class is: 5.